This data is from Reaction yield outcomes from USPTO patents with 853,638 reactions. The task is: Predict the reaction yield, written as a fraction of the theoretical maximum amount of product (1.0 means a 100% yield; for example, 0.34 means a 34% yield). (1) The reactants are [ClH:1].[F:2][C:3]1[CH:53]=[CH:52][CH:51]=[CH:50][C:4]=1[CH2:5][NH:6][C:7](=[O:49])[CH2:8][CH:9]1[C:15](=[O:16])[N:14]([C:17]2[CH:22]=[CH:21][C:20]([CH2:23][NH:24]C(OC(C)(C)C)=O)=[CH:19][CH:18]=2)[C:13]2[CH:32]=[CH:33][CH:34]=[CH:35][C:12]=2[N:11]([CH2:36][C:37]2[CH:42]=[CH:41][C:40]([NH:43][S:44]([CH3:47])(=[O:46])=[O:45])=[CH:39][CH:38]=2)[C:10]1=[O:48]. The catalyst is C(OCC)(=O)C. The product is [ClH:1].[F:2][C:3]1[CH:53]=[CH:52][CH:51]=[CH:50][C:4]=1[CH2:5][NH:6][C:7](=[O:49])[CH2:8][CH:9]1[C:15](=[O:16])[N:14]([C:17]2[CH:22]=[CH:21][C:20]([CH2:23][NH2:24])=[CH:19][CH:18]=2)[C:13]2[CH:32]=[CH:33][CH:34]=[CH:35][C:12]=2[N:11]([CH2:36][C:37]2[CH:42]=[CH:41][C:40]([NH:43][S:44]([CH3:47])(=[O:46])=[O:45])=[CH:39][CH:38]=2)[C:10]1=[O:48]. The yield is 0.760. (2) The reactants are [I:1][C:2]1[CH:8]=[CH:7][C:5]([NH2:6])=[CH:4][CH:3]=1.[C:9](O[C:9]([O:11][C:12]([CH3:15])([CH3:14])[CH3:13])=[O:10])([O:11][C:12]([CH3:15])([CH3:14])[CH3:13])=[O:10]. The catalyst is C1COCC1. The product is [C:12]([O:11][C:9](=[O:10])[NH:6][C:5]1[CH:7]=[CH:8][C:2]([I:1])=[CH:3][CH:4]=1)([CH3:15])([CH3:14])[CH3:13]. The yield is 0.970.